Predict the reactants needed to synthesize the given product. From a dataset of Full USPTO retrosynthesis dataset with 1.9M reactions from patents (1976-2016). Given the product [O:13]([C:26]([O:23][C:16]1[CH:17]=[CH:18][CH:19]=[CH:20][CH:15]=1)=[O:33])[C:5]1[CH:6]=[CH:7][CH:8]=[CH:9][CH:4]=1, predict the reactants needed to synthesize it. The reactants are: [F-].[K+].F[C:4]1[C:9](F)=[CH:8][C:7](F)=[C:6](F)[C:5]=1[OH:13].F[C:15]1[CH:20]=[C:19](F)[CH:18]=[C:17](F)[C:16]=1[OH:23].FC1C(F)=CC=C(F)[C:26]=1[OH:33].BrC(Br)=O.